Dataset: Forward reaction prediction with 1.9M reactions from USPTO patents (1976-2016). Task: Predict the product of the given reaction. (1) Given the reactants [CH2:1]([O:8][CH2:9][CH:10]1[O:15][CH2:14][CH:13]([OH:16])[CH2:12][CH2:11]1)[C:2]1[CH:7]=[CH:6][CH:5]=[CH:4][CH:3]=1.CC(OI1(OC(C)=O)(OC(C)=O)OC(=O)C2C1=CC=CC=2)=O, predict the reaction product. The product is: [CH2:1]([O:8][CH2:9][CH:10]1[O:15][CH2:14][C:13](=[O:16])[CH2:12][CH2:11]1)[C:2]1[CH:3]=[CH:4][CH:5]=[CH:6][CH:7]=1. (2) Given the reactants Br[C:2]1[CH:3]=[C:4]([CH2:10][N:11]([CH2:20][C:21]2[C:22]([NH:34][CH:35]3[CH2:40][CH2:39][O:38][CH2:37][CH2:36]3)=[C:23]3[CH:31]=[N:30][N:29]([CH2:32][CH3:33])[C:24]3=[N:25][C:26]=2[CH2:27][CH3:28])[C:12]([C:14]2([C:17]([NH2:19])=[O:18])[CH2:16][CH2:15]2)=[O:13])[CH:5]=[CH:6][C:7]=1[O:8][CH3:9].[CH3:41][N:42]1[CH2:47][CH2:46][CH:45]([CH2:48][C:49]2[CH:54]=[CH:53][CH:52]=[C:51](B3OC(C)(C)C(C)(C)O3)[CH:50]=2)[CH2:44][CH2:43]1.C([O-])([O-])=O.[Na+].[Na+], predict the reaction product. The product is: [CH2:32]([N:29]1[C:24]2=[N:25][C:26]([CH2:27][CH3:28])=[C:21]([CH2:20][N:11]([CH2:10][C:4]3[CH:3]=[C:2]([C:53]4[CH:52]=[CH:51][CH:50]=[C:49]([CH2:48][CH:45]5[CH2:46][CH2:47][N:42]([CH3:41])[CH2:43][CH2:44]5)[CH:54]=4)[C:7]([O:8][CH3:9])=[CH:6][CH:5]=3)[C:12]([C:14]3([C:17]([NH2:19])=[O:18])[CH2:16][CH2:15]3)=[O:13])[C:22]([NH:34][CH:35]3[CH2:40][CH2:39][O:38][CH2:37][CH2:36]3)=[C:23]2[CH:31]=[N:30]1)[CH3:33]. (3) Given the reactants O=C(C)CC(OC)=O.[CH3:9][N:10]([CH:12]=[C:13]([C:19](=[O:24])[C:20](C)(C)C)[C:14]([O:16][CH2:17]C)=[O:15])[CH3:11], predict the reaction product. The product is: [CH3:9][N:10]([CH:12]=[C:13]([C:19](=[O:24])[CH3:20])[C:14]([O:16][CH3:17])=[O:15])[CH3:11]. (4) Given the reactants [C:1]([O:5][C:6]([N:8]1[C:13]2[CH:14]=[C:15]([Cl:20])[C:16]([O:18][CH3:19])=[CH:17][C:12]=2[O:11][CH:10]([C:21](O)=[O:22])[CH2:9]1)=[O:7])([CH3:4])([CH3:3])[CH3:2].CCN=C=NCCCN(C)C.C1C=CC2N(O)N=NC=2C=1.CCN(C(C)C)C(C)C.[F:54][C:55]1[CH:73]=[CH:72][C:58]([CH2:59][C:60]2([CH2:66][N:67]3[CH:71]=[CH:70][N:69]=[CH:68]3)[CH2:65][CH2:64][NH:63][CH2:62][CH2:61]2)=[CH:57][CH:56]=1, predict the reaction product. The product is: [C:1]([O:5][C:6]([N:8]1[C:13]2[CH:14]=[C:15]([Cl:20])[C:16]([O:18][CH3:19])=[CH:17][C:12]=2[O:11][CH:10]([C:21]([N:63]2[CH2:64][CH2:65][C:60]([CH2:59][C:58]3[CH:57]=[CH:56][C:55]([F:54])=[CH:73][CH:72]=3)([CH2:66][N:67]3[CH:71]=[CH:70][N:69]=[CH:68]3)[CH2:61][CH2:62]2)=[O:22])[CH2:9]1)=[O:7])([CH3:4])([CH3:2])[CH3:3]. (5) Given the reactants [OH:1][CH2:2][C:3]1[CH:8]=[CH:7][CH:6]=[CH:5][C:4]=1[NH:9][C:10]([NH2:12])=S.N=C=N.Cl.CN(C)CCCN=C=NCC.C1(N=C=NC2CCCCC2)CCCCC1.C(N=C=NC(C)C)(C)C, predict the reaction product. The product is: [N:9]1[C:4]2[CH:5]=[CH:6][CH:7]=[CH:8][C:3]=2[CH2:2][O:1][C:10]=1[NH2:12].